This data is from Forward reaction prediction with 1.9M reactions from USPTO patents (1976-2016). The task is: Predict the product of the given reaction. (1) Given the reactants C[O:2][C:3](=[O:34])[C:4]1[CH:9]=[CH:8][C:7]([C@H:10]2[CH2:15][CH2:14][C@H:13]([O:16][CH2:17][C:18]3[C:19]([C:26]4[C:31]([Cl:32])=[CH:30][CH:29]=[CH:28][C:27]=4[Cl:33])=[N:20][O:21][C:22]=3[CH:23]3[CH2:25][CH2:24]3)[CH2:12][CH2:11]2)=[CH:6][CH:5]=1.[OH-].[Na+], predict the reaction product. The product is: [CH:23]1([C:22]2[O:21][N:20]=[C:19]([C:26]3[C:31]([Cl:32])=[CH:30][CH:29]=[CH:28][C:27]=3[Cl:33])[C:18]=2[CH2:17][O:16][C@H:13]2[CH2:14][CH2:15][C@H:10]([C:7]3[CH:6]=[CH:5][C:4]([C:3]([OH:34])=[O:2])=[CH:9][CH:8]=3)[CH2:11][CH2:12]2)[CH2:25][CH2:24]1. (2) Given the reactants C([O:4][C:5]1[CH:14]=[C:13]2[C:8]([CH:9]=[C:10]([CH:16]=[O:17])[C:11](Cl)=[N:12]2)=[CH:7][CH:6]=1)(=O)C.CCN(CC)CC.C(O)=O.O, predict the reaction product. The product is: [OH:4][C:5]1[CH:14]=[C:13]2[C:8]([CH:9]=[C:10]([CH:16]=[O:17])[CH:11]=[N:12]2)=[CH:7][CH:6]=1.